Dataset: Forward reaction prediction with 1.9M reactions from USPTO patents (1976-2016). Task: Predict the product of the given reaction. Given the reactants C[O:2][C:3]([C:5]1[N:6]=[C:7]([N:17]([CH3:19])[CH3:18])[S:8][C:9]=1[C:10]1[CH:11]=[C:12]([CH3:16])[CH:13]=[CH:14][CH:15]=1)=[O:4].[OH-].[Na+], predict the reaction product. The product is: [CH3:18][N:17]([CH3:19])[C:7]1[S:8][C:9]([C:10]2[CH:11]=[C:12]([CH3:16])[CH:13]=[CH:14][CH:15]=2)=[C:5]([C:3]([OH:4])=[O:2])[N:6]=1.